Dataset: Reaction yield outcomes from USPTO patents with 853,638 reactions. Task: Predict the reaction yield, written as a fraction of the theoretical maximum amount of product (1.0 means a 100% yield; for example, 0.34 means a 34% yield). (1) The reactants are [CH:1]1([O:5][C:6]2[CH:11]=[CH:10][C:9]([NH:12][C:13]([C:15]3[CH:16]=[C:17]([CH2:21][CH2:22][CH2:23][O:24][CH2:25][CH2:26][O:27][CH2:28][CH2:29][O:30][CH2:31][CH2:32][O:33][CH2:34][CH2:35][C:36]([O:38]C(C)(C)C)=[O:37])[CH:18]=[CH:19][CH:20]=3)=[O:14])=[C:8]([C:43]3[CH:48]=[C:47]([C:49](=[O:61])[NH:50][C@@H:51]4[C:60]5[C:55](=[CH:56][CH:57]=[CH:58][CH:59]=5)[CH2:54][CH2:53][CH2:52]4)[CH:46]=[CH:45][N:44]=3)[CH:7]=2)[CH2:4][CH2:3][CH2:2]1.FC(F)(F)C(O)=O. No catalyst specified. The product is [CH:1]1([O:5][C:6]2[CH:11]=[CH:10][C:9]([NH:12][C:13]([C:15]3[CH:16]=[C:17]([CH2:21][CH2:22][CH2:23][O:24][CH2:25][CH2:26][O:27][CH2:28][CH2:29][O:30][CH2:31][CH2:32][O:33][CH2:34][CH2:35][C:36]([OH:38])=[O:37])[CH:18]=[CH:19][CH:20]=3)=[O:14])=[C:8]([C:43]3[CH:48]=[C:47]([C:49](=[O:61])[NH:50][C@@H:51]4[C:60]5[C:55](=[CH:56][CH:57]=[CH:58][CH:59]=5)[CH2:54][CH2:53][CH2:52]4)[CH:46]=[CH:45][N:44]=3)[CH:7]=2)[CH2:2][CH2:3][CH2:4]1. The yield is 0.640. (2) The reactants are [C:1]([C:4]([O:9][C:10]1[CH:15]=[C:14]([CH3:16])[CH:13]=[CH:12][C:11]=1[Cl:17])=[CH:5][C:6]([OH:8])=O)([OH:3])=[O:2].[CH2:18](O)[CH3:19]. The catalyst is S(=O)(=O)(O)O. The product is [Cl:17][C:11]1[CH:12]=[CH:13][C:14]([CH3:16])=[C:15]2[C:10]=1[O:9][C:4]([C:1]([O:3][CH2:18][CH3:19])=[O:2])=[CH:5][C:6]2=[O:8]. The yield is 0.500. (3) The reactants are [CH3:1][CH:2]([C@H:4]1[CH2:9][NH:8][CH2:7][CH2:6][N:5]1C(OC(C)(C)C)=O)[CH3:3].Cl. The catalyst is C(OCC)(=O)C.CO.O1CCOCC1. The product is [CH3:1][CH:2]([C@H:4]1[CH2:9][NH:8][CH2:7][CH2:6][NH:5]1)[CH3:3]. The yield is 0.940. (4) The reactants are [N:1]1([C:7]2[CH:12]=[CH:11][C:10]([S:13]([NH:16][C:17]3[S:21][N:20]=[CH:19][N:18]=3)(=[O:15])=[O:14])=[CH:9][CH:8]=2)[CH2:6][CH2:5][NH:4][CH2:3][CH2:2]1.[Cl:22][C:23]1[CH:24]=[C:25]2[C:29](=[CH:30][CH:31]=1)[N:28]([CH2:32][CH2:33][C:34](O)=[O:35])[CH:27]=[CH:26]2.CN([P+](ON1N=NC2C=CC=CC1=2)(N(C)C)N(C)C)C.F[P-](F)(F)(F)(F)F.C(N(CC)CC)C. The catalyst is O.CC#N.CN(C=O)C. The product is [Cl:22][C:23]1[CH:24]=[C:25]2[C:29](=[CH:30][CH:31]=1)[N:28]([CH2:32][CH2:33][C:34]([N:4]1[CH2:5][CH2:6][N:1]([C:7]3[CH:8]=[CH:9][C:10]([S:13]([NH:16][C:17]4[S:21][N:20]=[CH:19][N:18]=4)(=[O:15])=[O:14])=[CH:11][CH:12]=3)[CH2:2][CH2:3]1)=[O:35])[CH:27]=[CH:26]2. The yield is 0.530. (5) The reactants are C(C1N(CC2COC(C)(C)O2)C2C(C=1)=CC([NH:14][C:15]([C:17]1([C:20]3[CH:30]=[CH:29][C:23]4[O:24][C:25]([F:28])([F:27])[O:26][C:22]=4[CH:21]=3)[CH2:19][CH2:18]1)=[O:16])=CC=2)(C)(C)C.O.C1(C)C=CC(S(O)(=O)=O)=CC=1. The catalyst is CO.O. The product is [F:28][C:25]1([F:27])[O:24][C:23]2[CH:29]=[CH:30][C:20]([C:17]3([C:15]([NH2:14])=[O:16])[CH2:19][CH2:18]3)=[CH:21][C:22]=2[O:26]1. The yield is 0.810. (6) The reactants are O.S(=O)(=O)(O)O.[Cl:7][C:8]1[C:9]([CH:37]2OCC[O:38]2)=[C:10]([O:32][C:33]([F:36])([F:35])[F:34])[CH:11]=[C:12]2[C:17]=1[N:16]=[CH:15][N:14]([CH2:18][C:19]1[CH:24]=[C:23]([Cl:25])[CH:22]=[CH:21][C:20]=1[S:26]([CH2:29][CH3:30])(=[O:28])=[O:27])[C:13]2=[O:31]. The catalyst is CN1C(=O)CCC1. The product is [Cl:7][C:8]1[C:9]([CH:37]=[O:38])=[C:10]([O:32][C:33]([F:34])([F:36])[F:35])[CH:11]=[C:12]2[C:17]=1[N:16]=[CH:15][N:14]([CH2:18][C:19]1[CH:24]=[C:23]([Cl:25])[CH:22]=[CH:21][C:20]=1[S:26]([CH2:29][CH3:30])(=[O:27])=[O:28])[C:13]2=[O:31]. The yield is 0.850.